This data is from Full USPTO retrosynthesis dataset with 1.9M reactions from patents (1976-2016). The task is: Predict the reactants needed to synthesize the given product. (1) The reactants are: C(C1C2C(=CC(F)=CC=2)N(C(=N)NO)N=1)C.O=C1CC(C(O)=O)C1.[F:25][C:26]1[CH:27]=[CH:28][CH:29]=[C:30]2[C:34]=1[N:33]([C:35](=[N:37][OH:38])[NH2:36])[N:32]=[C:31]2[CH:39]([CH3:41])[CH3:40].[N+:42]([C:45]1[CH:50]=[CH:49][CH:48]=[CH:47][C:46]=1[S:51]([NH:54][C@@H:55]1[CH2:58][C@H:57]([C:59](O)=O)[CH2:56]1)(=[O:53])=[O:52])([O-:44])=[O:43]. Given the product [F:25][C:26]1[CH:27]=[CH:28][CH:29]=[C:30]2[C:34]=1[N:33]([C:35]1[N:36]=[C:59]([C@@H:57]3[CH2:58][C@H:55]([NH:54][S:51]([C:46]4[CH:47]=[CH:48][CH:49]=[CH:50][C:45]=4[N+:42]([O-:44])=[O:43])(=[O:53])=[O:52])[CH2:56]3)[O:38][N:37]=1)[N:32]=[C:31]2[CH:39]([CH3:41])[CH3:40], predict the reactants needed to synthesize it. (2) Given the product [CH2:1]([C:8]1[N:9]=[C:10]2[NH:13][C:22]([C:19]3[CH:18]=[CH:17][C:16]([O:15][CH3:14])=[CH:21][CH:20]=3)=[CH:23][C:24](=[O:25])[N:11]2[N:12]=1)[C:2]1[CH:3]=[CH:4][CH:5]=[CH:6][CH:7]=1, predict the reactants needed to synthesize it. The reactants are: [CH2:1]([C:8]1[N:9]=[C:10]([NH2:13])[NH:11][N:12]=1)[C:2]1[CH:7]=[CH:6][CH:5]=[CH:4][CH:3]=1.[CH3:14][O:15][C:16]1[CH:21]=[CH:20][C:19]([C:22](=O)[CH2:23][C:24](OCC)=[O:25])=[CH:18][CH:17]=1.